From a dataset of Forward reaction prediction with 1.9M reactions from USPTO patents (1976-2016). Predict the product of the given reaction. (1) Given the reactants [Cl:1][C:2]1[CH:3]=[C:4]([NH:15][C:16]2[C:25]3[C:20](=[CH:21][C:22](F)=[C:23]([O:26][CH3:27])[CH:24]=3)[N:19]=[CH:18][C:17]=2[C:29]#[N:30])[CH:5]=[CH:6][C:7]=1[S:8][C:9]1[N:10]([CH3:14])[CH:11]=[CH:12][N:13]=1.[N:31]1([CH2:36][CH2:37][N:38]2[CH2:43][CH2:42][NH:41][CH2:40][CH2:39]2)[CH:35]=[CH:34][N:33]=[CH:32]1, predict the reaction product. The product is: [Cl:1][C:2]1[CH:3]=[C:4]([NH:15][C:16]2[C:25]3[C:20](=[CH:21][C:22]([N:41]4[CH2:42][CH2:43][N:38]([CH2:37][CH2:36][N:31]5[CH:35]=[CH:34][N:33]=[CH:32]5)[CH2:39][CH2:40]4)=[C:23]([O:26][CH3:27])[CH:24]=3)[N:19]=[CH:18][C:17]=2[C:29]#[N:30])[CH:5]=[CH:6][C:7]=1[S:8][C:9]1[N:10]([CH3:14])[CH:11]=[CH:12][N:13]=1. (2) Given the reactants C(OC([N:11]1[CH2:16][N:15]([C:17]2[CH:22]=[C:21]([Cl:23])[C:20]([F:24])=[C:19]([Cl:25])[C:18]=2[F:26])[C:14](=[O:27])[N:13]([C:28](=[O:37])[C:29]2[C:34]([F:35])=[CH:33][CH:32]=[CH:31][C:30]=2[F:36])[CH2:12]1)=O)C1C=CC=CC=1.C(O)C.ClOC(C)(C)C.C(N(CC)CC)C, predict the reaction product. The product is: [Cl:25][C:19]1[C:18]([F:26])=[C:17]([N:15]2[CH:16]=[N:11][CH2:12][N:13]([C:28](=[O:37])[C:29]3[C:34]([F:35])=[CH:33][CH:32]=[CH:31][C:30]=3[F:36])[C:14]2=[O:27])[CH:22]=[C:21]([Cl:23])[C:20]=1[F:24]. (3) Given the reactants [C:1]([O:5][C:6]([N:8]1[CH2:12][CH2:11][CH:10]([C:13](=O)[C:14]#[C:15][CH3:16])[CH2:9]1)=[O:7])([CH3:4])([CH3:3])[CH3:2].[CH3:18][NH:19][NH2:20], predict the reaction product. The product is: [C:1]([O:5][C:6]([N:8]1[CH2:12][CH2:11][CH:10]([C:13]2[CH:14]=[C:15]([CH3:16])[N:19]([CH3:18])[N:20]=2)[CH2:9]1)=[O:7])([CH3:4])([CH3:3])[CH3:2]. (4) Given the reactants [NH2:1][C@H:2]1[CH2:7][CH2:6][CH2:5][CH2:4][C@H:3]1[NH:8][C:9](=[O:26])[C:10]1[C:15]([C:16]([F:19])([F:18])[F:17])=[CH:14][C:13]([C:20]([F:23])([F:22])[F:21])=[CH:12][C:11]=1[O:24][CH3:25].Br[CH:28]([CH2:30][CH2:31][CH:32](Br)[CH3:33])[CH3:29], predict the reaction product. The product is: [CH3:33][CH:32]1[CH2:31][CH2:30][CH:28]([CH3:29])[N:1]1[CH:2]1[CH2:7][CH2:6][CH2:5][CH2:4][CH:3]1[NH:8][C:9](=[O:26])[C:10]1[C:15]([C:16]([F:19])([F:18])[F:17])=[CH:14][C:13]([C:20]([F:21])([F:22])[F:23])=[CH:12][C:11]=1[O:24][CH3:25]. (5) Given the reactants [Cl:1][C:2]1[CH:7]=[CH:6][C:5]([CH:8]([C:13]([C:15]2[CH:20]=[CH:19][CH:18]=[CH:17][C:16]=2F)=O)[CH2:9][CH2:10][C:11]#[N:12])=[C:4]([F:22])[CH:3]=1.[CH3:23][NH:24][NH2:25], predict the reaction product. The product is: [Cl:1][C:2]1[CH:7]=[CH:6][C:5]([CH:8]([C:13]2[C:15]3[C:16](=[CH:17][CH:18]=[CH:19][CH:20]=3)[N:24]([CH3:23])[N:25]=2)[CH2:9][CH2:10][C:11]#[N:12])=[C:4]([F:22])[CH:3]=1. (6) Given the reactants [CH3:1][C:2]1[CH:3]=[C:4]([OH:17])[CH:5]=[CH:6][C:7]=1[CH2:8][O:9][CH2:10][CH2:11][N:12]1[CH:16]=[CH:15][N:14]=[N:13]1.C(=O)([O-])[O-].[Cs+].[Cs+].Cl[CH2:25][C:26]1[N:27]=[C:28]([CH:31]=[CH:32][C:33]2[CH:38]=[CH:37][C:36]([O:39][C:40]([F:43])([F:42])[F:41])=[CH:35][CH:34]=2)[O:29][CH:30]=1.[I-].[K+], predict the reaction product. The product is: [CH3:1][C:2]1[CH:3]=[C:4]([O:17][CH2:25][C:26]2[N:27]=[C:28]([CH:31]=[CH:32][C:33]3[CH:34]=[CH:35][C:36]([O:39][C:40]([F:43])([F:41])[F:42])=[CH:37][CH:38]=3)[O:29][CH:30]=2)[CH:5]=[CH:6][C:7]=1[CH2:8][O:9][CH2:10][CH2:11][N:12]1[CH:16]=[CH:15][N:14]=[N:13]1. (7) Given the reactants [C:1]([O:5][C:6]([N:8]1[CH2:12][CH:11]=[C:10]([C:13]2[S:14][CH:15]=[CH:16][CH:17]=2)[CH2:9]1)=[O:7])([CH3:4])([CH3:3])[CH3:2], predict the reaction product. The product is: [C:1]([O:5][C:6]([N:8]1[CH2:12][CH2:11][CH:10]([C:13]2[S:14][CH:15]=[CH:16][CH:17]=2)[CH2:9]1)=[O:7])([CH3:4])([CH3:2])[CH3:3].